Regression/Classification. Given a drug SMILES string, predict its absorption, distribution, metabolism, or excretion properties. Task type varies by dataset: regression for continuous measurements (e.g., permeability, clearance, half-life) or binary classification for categorical outcomes (e.g., BBB penetration, CYP inhibition). Dataset: b3db_classification. From a dataset of Blood-brain barrier permeability classification from the B3DB database. (1) The result is 1 (penetrates BBB). The compound is C#CC(O)(/C=C/Cl)CC. (2) The drug is C[C@H](CN1C(=O)c2cccnc2Nc2ccccc21)N(C)C. The result is 1 (penetrates BBB).